From a dataset of Forward reaction prediction with 1.9M reactions from USPTO patents (1976-2016). Predict the product of the given reaction. (1) Given the reactants [Cl:1][C:2]1[CH:7]=[CH:6][CH:5]=[C:4]([Cl:8])[C:3]=1[CH2:9][S:10]([C:13]1[CH:14]=[C:15]2[C:19](=[CH:20][CH:21]=1)[NH:18][C:17](=[O:22])/[C:16]/2=[CH:23]\[C:24]1[NH:28][C:27]([CH3:29])=[C:26]([CH2:30][C:31](O)=[O:32])[C:25]=1[CH3:34])(=[O:12])=[O:11].C1C=CC2N(O)N=NC=2C=1.CCN=C=NCCCN(C)C.[NH2:56][CH2:57][CH:58]([OH:65])[CH2:59][N:60]1[CH2:64][CH2:63][CH2:62][CH2:61]1, predict the reaction product. The product is: [Cl:1][C:2]1[CH:7]=[CH:6][CH:5]=[C:4]([Cl:8])[C:3]=1[CH2:9][S:10]([C:13]1[CH:14]=[C:15]2[C:19](=[CH:20][CH:21]=1)[NH:18][C:17](=[O:22])/[C:16]/2=[CH:23]\[C:24]1[NH:28][C:27]([CH3:29])=[C:26]([CH2:30][C:31]([NH:56][CH2:57][CH:58]([OH:65])[CH2:59][N:60]2[CH2:64][CH2:63][CH2:62][CH2:61]2)=[O:32])[C:25]=1[CH3:34])(=[O:12])=[O:11]. (2) Given the reactants Cl[C:2]1[NH:3][C:4]2[CH:10]=[CH:9][CH:8]=[CH:7][C:5]=2[N:6]=1.C([O-])([O-])=O.[Na+].[Na+].[CH:17]([C:19]1[CH:20]=[CH:21][C:22]([O:28][CH3:29])=[C:23](B(O)O)[CH:24]=1)=[O:18], predict the reaction product. The product is: [CH3:29][O:28][C:22]1[CH:23]=[CH:24][C:19]([CH:17]=[O:18])=[CH:20][C:21]=1[C:2]1[NH:3][C:4]2[CH:10]=[CH:9][CH:8]=[CH:7][C:5]=2[N:6]=1. (3) Given the reactants [Br:1][C:2]1[CH:3]=[CH:4][C:5]([N:10]2[CH2:14][CH2:13][CH:12]([CH2:15][OH:16])[CH2:11]2)=[C:6]([CH:9]=1)[CH:7]=[O:8].[C:17](OC(=O)C)(=[O:19])[CH3:18], predict the reaction product. The product is: [C:17]([O:16][CH2:15][CH:12]1[CH2:13][CH2:14][N:10]([C:5]2[CH:4]=[CH:3][C:2]([Br:1])=[CH:9][C:6]=2[CH:7]=[O:8])[CH2:11]1)(=[O:19])[CH3:18]. (4) Given the reactants [NH:1]1[C:9]2[C:4](=[CH:5][CH:6]=[C:7]([OH:10])[CH:8]=2)[CH:3]=[N:2]1.[Br:11][CH2:12][CH2:13][CH2:14]Br.C([O-])([O-])=O.[K+].[K+], predict the reaction product. The product is: [Br:11][CH2:12][CH2:13][CH2:14][O:10][C:7]1[CH:8]=[C:9]2[C:4]([CH:3]=[N:2][NH:1]2)=[CH:5][CH:6]=1. (5) Given the reactants [Br:1][C:2]1[CH:3]=[CH:4][C:5]([N+:10]([O-:12])=[O:11])=[C:6]([CH2:8][NH2:9])[CH:7]=1.[C:13](OC(=O)C)(=[O:15])[CH3:14].C(OCC)(=O)C, predict the reaction product. The product is: [Br:1][C:2]1[CH:3]=[CH:4][C:5]([N+:10]([O-:12])=[O:11])=[C:6]([CH:7]=1)[CH2:8][NH:9][C:13](=[O:15])[CH3:14]. (6) Given the reactants Cl.C([O:6][C:7]([N:9]1[CH2:14][CH2:13][N:12]([C:15]([C:17]2[S:25][C:24]3[C:19](=[N:20][CH:21]=[CH:22][C:23]=3[Cl:26])[CH:18]=2)=[O:16])[CH2:11][CH2:10]1)=O)(C)(C)C.[CH3:27]O, predict the reaction product. The product is: [Cl:26][C:23]1[CH:22]=[CH:21][N:20]=[C:19]2[CH:18]=[C:17]([C:15]([N:12]3[CH2:13][CH2:14][N:9]([C:7](=[O:6])[CH3:27])[CH2:10][CH2:11]3)=[O:16])[S:25][C:24]=12. (7) Given the reactants [CH2:1]([NH:3][C:4]([C:6]1[CH:7]=[CH:8][C:9]([CH3:34])=[C:10]([C:12]2[CH:20]=[C:19]3[C:15]([C:16]([C:21]4[CH2:22][CH2:23][N:24](C(OC(C)(C)C)=O)[CH2:25][CH:26]=4)=[N:17][NH:18]3)=[CH:14][CH:13]=2)[CH:11]=1)=[O:5])[CH3:2].FC(F)(F)C(O)=O, predict the reaction product. The product is: [CH2:1]([NH:3][C:4](=[O:5])[C:6]1[CH:7]=[CH:8][C:9]([CH3:34])=[C:10]([C:12]2[CH:20]=[C:19]3[C:15]([C:16]([C:21]4[CH2:22][CH2:23][NH:24][CH2:25][CH:26]=4)=[N:17][NH:18]3)=[CH:14][CH:13]=2)[CH:11]=1)[CH3:2]. (8) Given the reactants C(OC([N:8]1[CH2:12][CH2:11][CH2:10][C@@H:9]1[CH2:13][O:14][C:15]1[CH:20]=[CH:19][C:18]([O:21][C:22]2[CH:27]=[CH:26][C:25]([C:28]3[CH:29]=[N:30][CH:31]=[CH:32][CH:33]=3)=[CH:24][CH:23]=2)=[CH:17][CH:16]=1)=O)(C)(C)C.[ClH:34], predict the reaction product. The product is: [ClH:34].[NH:8]1[CH2:12][CH2:11][CH2:10][C@@H:9]1[CH2:13][O:14][C:15]1[CH:16]=[CH:17][C:18]([O:21][C:22]2[CH:27]=[CH:26][C:25]([C:28]3[CH:29]=[N:30][CH:31]=[CH:32][CH:33]=3)=[CH:24][CH:23]=2)=[CH:19][CH:20]=1. (9) Given the reactants Br[C:2]1[CH:11]=[C:10]2[C:5]([CH2:6][CH2:7][NH:8][CH:9]2[CH3:12])=[CH:4][CH:3]=1.B(O)O, predict the reaction product. The product is: [CH3:12][CH:9]1[C:10]2[C:5](=[CH:4][CH:3]=[C:2]([C:5]3[CH:10]=[CH:9][N:8]=[CH:7][CH:6]=3)[CH:11]=2)[CH2:6][CH2:7][NH:8]1. (10) Given the reactants [CH3:1][C:2]([N:9]1[CH:13]=[C:12]([N+:14]([O-])=O)[CH:11]=[N:10]1)([CH3:8])[C:3]([O:5][CH2:6][CH3:7])=[O:4], predict the reaction product. The product is: [NH2:14][C:12]1[CH:11]=[N:10][N:9]([C:2]([CH3:1])([CH3:8])[C:3]([O:5][CH2:6][CH3:7])=[O:4])[CH:13]=1.